From a dataset of Catalyst prediction with 721,799 reactions and 888 catalyst types from USPTO. Predict which catalyst facilitates the given reaction. (1) Reactant: [F:1][C:2]([F:45])([F:44])[C:3]1[CH:4]=[C:5]([CH:37]=[C:38]([C:40]([F:43])([F:42])[F:41])[CH:39]=1)[CH2:6][N:7]([C:30]1[CH:35]=[CH:34][C:33](Br)=[CH:32][N:31]=1)[CH2:8][C:9]1[CH:14]=[C:13]([C:15]([F:18])([F:17])[F:16])[CH:12]=[CH:11][C:10]=1[C:19]1[CH:24]=[C:23]([CH:25]([CH3:27])[CH3:26])[CH:22]=[CH:21][C:20]=1[O:28][CH3:29].C([O-])(=O)C.[K+].B1(B2OC(C)(C)C(C)(C)O2)OC(C)(C)C(C)(C)O1.[OH2:69]. Product: [F:45][C:2]([F:1])([F:44])[C:3]1[CH:4]=[C:5]([CH:37]=[C:38]([C:40]([F:43])([F:41])[F:42])[CH:39]=1)[CH2:6][N:7]([CH2:8][C:9]1[CH:14]=[C:13]([C:15]([F:18])([F:17])[F:16])[CH:12]=[CH:11][C:10]=1[C:19]1[CH:24]=[C:23]([CH:25]([CH3:26])[CH3:27])[CH:22]=[CH:21][C:20]=1[O:28][CH3:29])[C:30]1[N:31]=[CH:32][C:33]([OH:69])=[CH:34][CH:35]=1. The catalyst class is: 148. (2) Reactant: COC1C=C(OC)C=CC=1C[N:6]([C:31]1[CH:36]=[CH:35][N:34]=[CH:33][N:32]=1)[S:7]([C:10]1[C:15]([F:16])=[CH:14][C:13]([O:17][C@H:18]2[CH2:23][CH2:22][CH2:21][CH2:20][C@@H:19]2[C:24]2[N:28]([CH3:29])[N:27]=[CH:26][CH:25]=2)=[CH:12][C:11]=1[F:30])(=[O:9])=[O:8].C([SiH](CC)CC)C.FC(F)(F)C(O)=O. Product: [F:30][C:11]1[CH:12]=[C:13]([O:17][C@H:18]2[CH2:23][CH2:22][CH2:21][CH2:20][C@@H:19]2[C:24]2[N:28]([CH3:29])[N:27]=[CH:26][CH:25]=2)[CH:14]=[C:15]([F:16])[C:10]=1[S:7]([NH:6][C:31]1[CH:36]=[CH:35][N:34]=[CH:33][N:32]=1)(=[O:8])=[O:9]. The catalyst class is: 4. (3) Reactant: [OH:1][C:2]1[N:6]([CH3:7])[N:5]=[C:4]([C:8]2[CH:13]=[CH:12][CH:11]=[CH:10][C:9]=2[O:14][C:15]([F:18])([F:17])[F:16])[C:3]=1[CH:19]=O.C(=O)(O)[O-].[Na+]. The catalyst class is: 6. Product: [CH3:7][N:6]1[C:2]([OH:1])=[C:3]([CH3:19])[C:4]([C:8]2[CH:13]=[CH:12][CH:11]=[CH:10][C:9]=2[O:14][C:15]([F:16])([F:18])[F:17])=[N:5]1.